From a dataset of Reaction yield outcomes from USPTO patents with 853,638 reactions. Predict the reaction yield, written as a fraction of the theoretical maximum amount of product (1.0 means a 100% yield; for example, 0.34 means a 34% yield). (1) The product is [NH2:14][CH2:13][C@@H:12]([NH:11][C:9]([C:7]1[S:8][C:4]([Cl:3])=[C:5]([C:33]2[N:37]([CH2:38][CH3:39])[N:36]=[CH:35][C:34]=2[Cl:40])[CH:6]=1)=[O:10])[CH2:25][C:26]1[CH:31]=[CH:30][CH:29]=[C:28]([F:32])[CH:27]=1. The yield is 0.675. The reactants are NN.[Cl:3][C:4]1[S:8][C:7]([C:9]([NH:11][C@@H:12]([CH2:25][C:26]2[CH:31]=[CH:30][CH:29]=[C:28]([F:32])[CH:27]=2)[CH2:13][N:14]2C(=O)C3C(=CC=CC=3)C2=O)=[O:10])=[CH:6][C:5]=1[C:33]1[N:37]([CH2:38][CH3:39])[N:36]=[CH:35][C:34]=1[Cl:40]. The catalyst is CO. (2) The yield is 0.500. The reactants are [O:1]1[C:5]2[CH:6]=[CH:7][C:8]([C:10]3([C:13]([OH:15])=O)[CH2:12][CH2:11]3)=[CH:9][C:4]=2[O:3][CH2:2]1.CN(C(ON1N=NC2C=CC=CC1=2)=[N+](C)C)C.F[P-](F)(F)(F)(F)F.CCN(CC)CC.[NH2:47][C:48]1[CH:49]=[C:50]2[C:54](=[CH:55][CH:56]=1)[NH:53][C:52]([CH:57]([CH3:63])[C:58]([O:60][CH2:61][CH3:62])=[O:59])=[CH:51]2. The catalyst is C(#N)C. The product is [O:1]1[C:5]2[CH:6]=[CH:7][C:8]([C:10]3([C:13]([NH:47][C:48]4[CH:49]=[C:50]5[C:54](=[CH:55][CH:56]=4)[NH:53][C:52]([CH:57]([CH3:63])[C:58]([O:60][CH2:61][CH3:62])=[O:59])=[CH:51]5)=[O:15])[CH2:11][CH2:12]3)=[CH:9][C:4]=2[O:3][CH2:2]1.